Dataset: Reaction yield outcomes from USPTO patents with 853,638 reactions. Task: Predict the reaction yield, written as a fraction of the theoretical maximum amount of product (1.0 means a 100% yield; for example, 0.34 means a 34% yield). (1) The reactants are [Si:1]([O:8][CH2:9][C@@H:10]1[CH:15]=[C:14]([CH2:16][OH:17])[C:13](=[O:18])[CH2:12][N:11]1[C:19]([O:21][C:22]([CH3:25])([CH3:24])[CH3:23])=[O:20])([C:4]([CH3:7])([CH3:6])[CH3:5])([CH3:3])[CH3:2].[CH3:26]N(C)C1C2C(=CC=CC=2N(C)C)C=CC=1.F[B-](F)(F)F.C[O+](C)C. The catalyst is C(Cl)Cl. The product is [Si:1]([O:8][CH2:9][C@@H:10]1[CH:15]=[C:14]([CH2:16][O:17][CH3:26])[C:13](=[O:18])[CH2:12][N:11]1[C:19]([O:21][C:22]([CH3:25])([CH3:24])[CH3:23])=[O:20])([C:4]([CH3:7])([CH3:6])[CH3:5])([CH3:3])[CH3:2]. The yield is 0.930. (2) The reactants are [OH:1][CH:2]1[CH:7]([OH:8])[CH:6]([OH:9])[CH:5]([CH2:10][O:11][P:12]([OH:15])([OH:14])=[O:13])[O:4][CH:3]1[CH2:16][CH2:17][CH2:18][O:19]C(=O)CCCCC.[OH-].[Na+:28].C([O-])(=O)C.[Na+]. The catalyst is O.C(O)C.C(OCC)C. The product is [Na+:28].[OH:9][CH:6]1[CH:7]([OH:8])[CH:2]([OH:1])[CH:3]([CH2:16][CH2:17][CH2:18][OH:19])[O:4][CH:5]1[CH2:10][O:11][P:12](=[O:13])([OH:14])[O-:15]. The yield is 0.630. (3) The reactants are [F:1][C:2]1[CH:7]=[CH:6][C:5]([N:8]2[CH:13]=[C:12]([N+:14]([O-:16])=[O:15])[CH:11]=[C:10]([C:17]([O:19]C)=[O:18])[C:9]2=[O:21])=[CH:4][CH:3]=1.[OH-].[Na+].Cl. No catalyst specified. The product is [F:1][C:2]1[CH:7]=[CH:6][C:5]([N:8]2[CH:13]=[C:12]([N+:14]([O-:16])=[O:15])[CH:11]=[C:10]([C:17]([OH:19])=[O:18])[C:9]2=[O:21])=[CH:4][CH:3]=1. The yield is 0.660. (4) The reactants are [CH3:1][O:2][C:3]1[CH:4]=[C:5]([C:9]2[CH:17]=[C:16]3[C:12]([CH2:13][C:14](=[O:18])[NH:15]3)=[CH:11][CH:10]=2)[CH:6]=[CH:7][CH:8]=1.[CH3:19][N:20]([CH3:35])[CH2:21][CH2:22][NH:23][C:24]([C:26]1[C:30]([CH3:31])=[C:29]([CH:32]=O)[NH:28][C:27]=1[CH3:34])=[O:25]. No catalyst specified. The product is [CH3:19][N:20]([CH3:35])[CH2:21][CH2:22][NH:23][C:24]([C:26]1[C:30]([CH3:31])=[C:29]([CH:32]=[C:13]2[C:12]3[C:16](=[CH:17][C:9]([C:5]4[CH:6]=[CH:7][CH:8]=[C:3]([O:2][CH3:1])[CH:4]=4)=[CH:10][CH:11]=3)[NH:15][C:14]2=[O:18])[NH:28][C:27]=1[CH3:34])=[O:25]. The yield is 0.140. (5) The catalyst is C1COCC1. The reactants are [C:1]1([N:7]2[C:11]([C:12]([F:15])([F:14])[F:13])=[CH:10][C:9]([NH:16][C:17](=[O:25])OC3C=CC=CC=3)=[N:8]2)[CH:6]=[CH:5][CH:4]=[CH:3][CH:2]=1.[CH3:26][O:27][C:28]1[CH:29]=[C:30]2[C:35](=[CH:36][C:37]=1[O:38][CH3:39])[N:34]=[CH:33][N:32]=[C:31]2[S:40][C:41]1[CH:42]=[C:43]([CH:45]=[CH:46][CH:47]=1)[NH2:44].C(N(CC)C(C)C)(C)C. The yield is 0.450. The product is [CH3:26][O:27][C:28]1[CH:29]=[C:30]2[C:35](=[CH:36][C:37]=1[O:38][CH3:39])[N:34]=[CH:33][N:32]=[C:31]2[S:40][C:41]1[CH:42]=[C:43]([NH:44][C:17]([NH:16][C:9]2[CH:10]=[C:11]([C:12]([F:13])([F:14])[F:15])[N:7]([C:1]3[CH:2]=[CH:3][CH:4]=[CH:5][CH:6]=3)[N:8]=2)=[O:25])[CH:45]=[CH:46][CH:47]=1. (6) The reactants are [I:1][C:2]1[CH:3]=[C:4]([N+:9]([O-:11])=[O:10])[C:5](N)=[N:6][CH:7]=1.N([O-])=O.[Na+].[NH4+].[OH-].[ClH:18]. The catalyst is Cl[Cu]. The product is [I:1][C:2]1[CH:3]=[C:4]([N+:9]([O-:11])=[O:10])[C:5]([Cl:18])=[N:6][CH:7]=1. The yield is 0.360. (7) The catalyst is N1C=CC=CC=1. The product is [C:1]([O:10][CH2:11][CH2:12][O:13][CH2:14][N:15]1[CH:22]=[C:21]([CH:23]=[CH2:24])[C:19](=[O:20])[NH:18][C:16]1=[O:17])(=[O:8])[C:2]1[CH:7]=[CH:6][CH:5]=[CH:4][CH:3]=1. The yield is 0.673. The reactants are [C:1](Cl)(=[O:8])[C:2]1[CH:7]=[CH:6][CH:5]=[CH:4][CH:3]=1.[OH:10][CH2:11][CH2:12][O:13][CH2:14][N:15]1[CH:22]=[C:21]([CH:23]=[CH2:24])[C:19](=[O:20])[NH:18][C:16]1=[O:17]. (8) The reactants are [C:1]([CH2:3][C:4]1([N:18]2[CH:22]=[C:21]([C:23]3[CH:28]=[CH:27][N:26]=[C:25]4[N:29]([CH2:32][O:33][CH2:34][CH2:35][Si:36]([CH3:39])([CH3:38])[CH3:37])[CH:30]=[CH:31][C:24]=34)[CH:20]=[N:19]2)[CH2:7][N:6]([C:8]2[N:9]=[CH:10][C:11]([C:14]([O:16]C)=[O:15])=[N:12][CH:13]=2)[CH2:5]1)#[N:2].O.[OH-].[Li+].Cl. The catalyst is CO.C1COCC1.O. The product is [C:1]([CH2:3][C:4]1([N:18]2[CH:22]=[C:21]([C:23]3[CH:28]=[CH:27][N:26]=[C:25]4[N:29]([CH2:32][O:33][CH2:34][CH2:35][Si:36]([CH3:37])([CH3:39])[CH3:38])[CH:30]=[CH:31][C:24]=34)[CH:20]=[N:19]2)[CH2:7][N:6]([C:8]2[N:9]=[CH:10][C:11]([C:14]([OH:16])=[O:15])=[N:12][CH:13]=2)[CH2:5]1)#[N:2]. The yield is 0.790.